From a dataset of Reaction yield outcomes from USPTO patents with 853,638 reactions. Predict the reaction yield, written as a fraction of the theoretical maximum amount of product (1.0 means a 100% yield; for example, 0.34 means a 34% yield). The reactants are [CH3:1][N:2]([CH3:27])[C:3]([CH2:5][O:6][N:7]([CH2:19][C:20]1[CH:25]=[CH:24][C:23]([F:26])=[CH:22][CH:21]=1)[C:8](=[O:18])[CH:9]=[C:10]1[C:14](=[O:15])[O:13]C(C)(C)[O:11]1)=[O:4].[OH-].[Li+].Cl. The catalyst is O1CCCC1. The product is [CH3:27][N:2]([CH3:1])[C:3]([CH2:5][O:6][N:7]([CH2:19][C:20]1[CH:21]=[CH:22][C:23]([F:26])=[CH:24][CH:25]=1)[C:8]([CH:9]=[C:10]([OH:11])[C:14]([OH:15])=[O:13])=[O:18])=[O:4]. The yield is 0.740.